Dataset: Forward reaction prediction with 1.9M reactions from USPTO patents (1976-2016). Task: Predict the product of the given reaction. (1) Given the reactants Br[C:2]1[S:6][C:5]([C:7]([N:9]([C:11]2[CH:16]=[CH:15][CH:14]=[C:13]([O:17][CH3:18])[CH:12]=2)[CH3:10])=[O:8])=[CH:4][CH:3]=1.[F:19][C:20]1[CH:25]=[CH:24][C:23](B(O)O)=[CH:22][C:21]=1[O:29][CH3:30], predict the reaction product. The product is: [F:19][C:20]1[CH:25]=[CH:24][C:23]([C:2]2[S:6][C:5]([C:7]([N:9]([C:11]3[CH:16]=[CH:15][CH:14]=[C:13]([O:17][CH3:18])[CH:12]=3)[CH3:10])=[O:8])=[CH:4][CH:3]=2)=[CH:22][C:21]=1[O:29][CH3:30]. (2) The product is: [Cl:1][C:2]1[C:3]([N:12]2[CH2:13][CH2:14][CH:15]([N:18]3[CH2:22][CH2:21][C@H:20]([NH:23][C:24]4[CH:29]=[CH:28][C:27]([S:30]([CH3:33])(=[O:31])=[O:32])=[CH:26][C:25]=4[F:34])[C:19]3=[O:35])[CH2:16][CH2:17]2)=[N:4][CH:5]=[C:6]([CH:11]=1)[C:7]([OH:9])=[O:8]. Given the reactants [Cl:1][C:2]1[C:3]([N:12]2[CH2:17][CH2:16][CH:15]([N:18]3[CH2:22][CH2:21][C@H:20]([NH:23][C:24]4[CH:29]=[CH:28][C:27]([S:30]([CH3:33])(=[O:32])=[O:31])=[CH:26][C:25]=4[F:34])[C:19]3=[O:35])[CH2:14][CH2:13]2)=[N:4][CH:5]=[C:6]([CH:11]=1)[C:7]([O:9]C)=[O:8].[Li+].[OH-], predict the reaction product. (3) Given the reactants [OH-].[K+].[CH3:3][C:4]([N:7]1[CH2:12][CH2:11][CH:10]([O:13][C:14]2[C:15]([C:28]3[CH:33]=[CH:32][CH:31]=[CH:30][CH:29]=3)=[N:16][C:17]3[C:22]([C:23]=2[C:24]([O:26]C)=[O:25])=[CH:21][CH:20]=[CH:19][CH:18]=3)[CH2:9][CH2:8]1)([CH3:6])[CH3:5], predict the reaction product. The product is: [CH3:6][C:4]([N:7]1[CH2:8][CH2:9][CH:10]([O:13][C:14]2[C:15]([C:28]3[CH:33]=[CH:32][CH:31]=[CH:30][CH:29]=3)=[N:16][C:17]3[C:22]([C:23]=2[C:24]([OH:26])=[O:25])=[CH:21][CH:20]=[CH:19][CH:18]=3)[CH2:11][CH2:12]1)([CH3:3])[CH3:5]. (4) Given the reactants [NH2:1][C@@H:2]1[C@H:6]([NH:7][C:8]2[N:17]=[CH:16][C:15]3[C:10](=[CH:11][CH:12]=[C:13]([C:18]4[C:23]([Cl:24])=[C:22]([O:25][CH3:26])[CH:21]=[C:20]([O:27][CH3:28])[C:19]=4[Cl:29])[CH:14]=3)[N:9]=2)[CH2:5][C@@H:4]([C:30]([N:32]([CH3:34])[CH3:33])=[O:31])[CH2:3]1.CCN(C(C)C)C(C)C.[C:44](Cl)(=[O:47])[CH:45]=[CH2:46], predict the reaction product. The product is: [C:44]([NH:1][C@@H:2]1[C@H:6]([NH:7][C:8]2[N:17]=[CH:16][C:15]3[C:10](=[CH:11][CH:12]=[C:13]([C:18]4[C:23]([Cl:24])=[C:22]([O:25][CH3:26])[CH:21]=[C:20]([O:27][CH3:28])[C:19]=4[Cl:29])[CH:14]=3)[N:9]=2)[CH2:5][C@@H:4]([C:30]([N:32]([CH3:34])[CH3:33])=[O:31])[CH2:3]1)(=[O:47])[CH:45]=[CH2:46]. (5) Given the reactants [Cl:1][C:2]1[CH:3]=[C:4]2[C:8](=[CH:9][CH:10]=1)[NH:7][C:6](=[O:11])[CH2:5]2.[O:12]=[C:13]1[C:18]2=[CH:19][NH:20][C:21]([CH:22]=O)=[C:17]2[CH2:16][CH2:15][O:14]1, predict the reaction product. The product is: [Cl:1][C:2]1[CH:3]=[C:4]2[C:8](=[CH:9][CH:10]=1)[NH:7][C:6](=[O:11])[C:5]2=[CH:22][C:21]1[NH:20][CH:19]=[C:18]2[C:13](=[O:12])[O:14][CH2:15][CH2:16][C:17]=12. (6) Given the reactants [CH2:1]([O:8][C:9]1[CH:14]=[CH:13][CH:12]=[C:11]([O:15]C)[C:10]=1[CH2:17][CH2:18][N:19]1[CH2:24][CH2:23][CH:22]([N:25]2[C:33]3[C:28](=[CH:29][CH:30]=[C:31]([C:34]([NH2:36])=[O:35])[CH:32]=3)[CH:27]=[CH:26]2)[CH2:21][CH2:20]1)C1C=CC=CC=1, predict the reaction product. The product is: [OH:15][C:11]1[CH:12]=[CH:13][CH:14]=[C:9]([O:8][CH3:1])[C:10]=1[CH2:17][CH2:18][N:19]1[CH2:20][CH2:21][CH:22]([N:25]2[C:33]3[C:28](=[CH:29][CH:30]=[C:31]([C:34]([NH2:36])=[O:35])[CH:32]=3)[CH:27]=[CH:26]2)[CH2:23][CH2:24]1.